From a dataset of TCR-epitope binding with 47,182 pairs between 192 epitopes and 23,139 TCRs. Binary Classification. Given a T-cell receptor sequence (or CDR3 region) and an epitope sequence, predict whether binding occurs between them. (1) The TCR CDR3 sequence is CASSTPSFGEQYF. The epitope is QECVRGTTVL. Result: 0 (the TCR does not bind to the epitope). (2) The epitope is FPPTSFGPL. The TCR CDR3 sequence is CASSQGWDSGGAETQYF. Result: 1 (the TCR binds to the epitope). (3) The epitope is DRFYKTLRAEQASQEV. The TCR CDR3 sequence is CASSRLAGGFDEQFF. Result: 1 (the TCR binds to the epitope). (4) The epitope is SFHSLHLLF. The TCR CDR3 sequence is CASSLGGGPSYEQYF. Result: 0 (the TCR does not bind to the epitope). (5) The epitope is GLCTLVAML. The TCR CDR3 sequence is CASSLGEQPQHF. Result: 0 (the TCR does not bind to the epitope). (6) The epitope is RLRPGGKKR. The TCR CDR3 sequence is CASSQEPSGALSNTPTDTQYF. Result: 0 (the TCR does not bind to the epitope). (7) The epitope is AYILFTRFFYV. The TCR CDR3 sequence is CASSPDREKTQYF. Result: 0 (the TCR does not bind to the epitope). (8) The epitope is KLPDDFTGCV. The TCR CDR3 sequence is CASSQVMGKSYNSPLHF. Result: 1 (the TCR binds to the epitope). (9) The epitope is FLPRVFSAV. The TCR CDR3 sequence is CASSPPLLPAAKGWTSLTDTQYF. Result: 1 (the TCR binds to the epitope). (10) The epitope is FLASKIGRLV. The TCR CDR3 sequence is CASGSQGSTDTQYF. Result: 0 (the TCR does not bind to the epitope).